Dataset: Full USPTO retrosynthesis dataset with 1.9M reactions from patents (1976-2016). Task: Predict the reactants needed to synthesize the given product. (1) Given the product [C:1]([O:4][C@@H:5]1[C@@H:10]([O:11][C:12](=[O:14])[CH3:13])[C@H:9]([O:15][C:16](=[O:18])[CH3:17])[CH2:8][S:7][C@H:6]1[O:30][C:27]1[CH:28]=[CH:29][C:23]2[S:22][C:21]([CH3:20])=[N:25][C:24]=2[CH:26]=1)(=[O:3])[CH3:2], predict the reactants needed to synthesize it. The reactants are: [C:1]([O:4][C@@H:5]1[C@@H:10]([O:11][C:12](=[O:14])[CH3:13])[C@H:9]([O:15][C:16](=[O:18])[CH3:17])[CH2:8][S:7][CH:6]1Br)(=[O:3])[CH3:2].[CH3:20][C:21]1[S:22][C:23]2[CH:29]=[CH:28][C:27]([OH:30])=[CH:26][C:24]=2[N:25]=1. (2) The reactants are: P(Cl)(Cl)([Cl:3])=O.[CH3:6][O:7][C:8]1[CH:9]=[C:10]([C:14]2[C:19]([CH2:20][C:21]([O:23][CH3:24])=[O:22])=[CH:18][CH:17]=[CH:16][N+:15]=2[O-])[CH:11]=[CH:12][CH:13]=1.C([O-])(=O)C.[NH4+]. Given the product [Cl:3][C:16]1[N:15]=[C:14]([C:10]2[CH:11]=[CH:12][CH:13]=[C:8]([O:7][CH3:6])[CH:9]=2)[C:19]([CH2:20][C:21]([O:23][CH3:24])=[O:22])=[CH:18][CH:17]=1, predict the reactants needed to synthesize it. (3) Given the product [C:1]([O:5][C:6](=[O:13])[NH:7][C@H:8]([CH3:12])[CH2:9][CH2:10][N:23]1[CH2:24][CH:21]([O:20][C:19]2[CH:18]=[CH:17][C:16]([Cl:15])=[CH:26][CH:25]=2)[CH2:22]1)([CH3:4])([CH3:3])[CH3:2], predict the reactants needed to synthesize it. The reactants are: [C:1]([O:5][C:6](=[O:13])[NH:7][C@H:8]([CH3:12])[CH2:9][CH2:10]I)([CH3:4])([CH3:3])[CH3:2].Cl.[Cl:15][C:16]1[CH:26]=[CH:25][C:19]([O:20][CH:21]2[CH2:24][NH:23][CH2:22]2)=[CH:18][CH:17]=1.C(N(CC)CC)C.